From a dataset of Forward reaction prediction with 1.9M reactions from USPTO patents (1976-2016). Predict the product of the given reaction. (1) Given the reactants [NH2:1][C:2]1[NH:7][C:6](SC)=[N:5][C:4](=[O:10])[CH:3]=1.[NH2:11][C:12]1[CH:20]=[CH:19][C:15]([C:16]([NH2:18])=[O:17])=[CH:14][CH:13]=1, predict the reaction product. The product is: [NH2:1][C:2]1[N:7]=[C:6]([NH:11][C:12]2[CH:20]=[CH:19][C:15]([C:16]([NH2:18])=[O:17])=[CH:14][CH:13]=2)[NH:5][C:4](=[O:10])[CH:3]=1. (2) Given the reactants [NH:1]1[CH:5]=[CH:4][C:3]([O:6][CH2:7][C:8]2[C:13]([Cl:14])=[CH:12][CH:11]=[CH:10][C:9]=2[N:15]2[C:19](=[O:20])[N:18]([CH3:21])[N:17]=[N:16]2)=[N:2]1.[CH3:22][O:23][C:24]1[C:29](B(O)O)=[CH:28][CH:27]=[C:26]([O:33][CH3:34])[N:25]=1.N1C=CC=CC=1, predict the reaction product. The product is: [CH3:22][O:23][C:24]1[C:29]([N:1]2[CH:5]=[CH:4][C:3]([O:6][CH2:7][C:8]3[C:13]([Cl:14])=[CH:12][CH:11]=[CH:10][C:9]=3[N:15]3[C:19](=[O:20])[N:18]([CH3:21])[N:17]=[N:16]3)=[N:2]2)=[CH:28][CH:27]=[C:26]([O:33][CH3:34])[N:25]=1.